This data is from Catalyst prediction with 721,799 reactions and 888 catalyst types from USPTO. The task is: Predict which catalyst facilitates the given reaction. (1) Reactant: [C:1]([O:5][C:6]([N:8]1[CH2:12][CH2:11][CH:10]([CH2:13][C:14]([OH:16])=O)[CH2:9]1)=[O:7])([CH3:4])([CH3:3])[CH3:2].C1C=NC2N(O)N=NC=2C=1.CCN=C=NCCCN(C)C.Cl.[F:39][C:40]1[CH:45]=[CH:44][C:43]([CH:46]([NH2:54])[C:47]2[CH:52]=[CH:51][C:50]([F:53])=[CH:49][CH:48]=2)=[CH:42][CH:41]=1. Product: [F:39][C:40]1[CH:41]=[CH:42][C:43]([CH:46]([NH:54][C:14](=[O:16])[CH2:13][CH:10]2[CH2:11][CH2:12][N:8]([C:6]([O:5][C:1]([CH3:2])([CH3:3])[CH3:4])=[O:7])[CH2:9]2)[C:47]2[CH:52]=[CH:51][C:50]([F:53])=[CH:49][CH:48]=2)=[CH:44][CH:45]=1. The catalyst class is: 2. (2) Reactant: [C:1]([O:5][C:6](=[O:29])[CH2:7][N:8]1[C:17](=[O:18])[CH2:16][C:15]2[N:11]([C:12]([C:19]3[CH:24]=[CH:23][CH:22]=[CH:21][CH:20]=3)=[N:13][N:14]=2)[C:10]2[CH:25]=[CH:26][CH:27]=[CH:28][C:9]1=2)([CH3:4])([CH3:3])[CH3:2].[NH:30]1[C:38]2[C:33](=[CH:34][CH:35]=[CH:36][CH:37]=2)[C:32]([CH:39]=O)=[CH:31]1.N1CCCCC1. Product: [C:1]([O:5][C:6](=[O:29])[CH2:7][N:8]1[C:17](=[O:18])[C:16](=[CH:39][C:32]2[C:33]3[C:38](=[CH:37][CH:36]=[CH:35][CH:34]=3)[NH:30][CH:31]=2)[C:15]2[N:11]([C:12]([C:19]3[CH:24]=[CH:23][CH:22]=[CH:21][CH:20]=3)=[N:13][N:14]=2)[C:10]2[CH:25]=[CH:26][CH:27]=[CH:28][C:9]1=2)([CH3:4])([CH3:2])[CH3:3]. The catalyst class is: 11. (3) Reactant: [CH3:1][N:2]1[C:6]2[CH:7]=[CH:8][C:9]([C:11]3[CH:19]=[CH:18][C:14]([C:15]([OH:17])=O)=[CH:13][CH:12]=3)=[CH:10][C:5]=2[N:4]=[CH:3]1.[CH3:20][C@@H:21]1[CH2:26][NH:25][CH2:24][CH2:23][N:22]1[C:27]([O:29][C:30]([CH3:33])([CH3:32])[CH3:31])=[O:28].CN(C(ON1N=NC2C=CC=CC1=2)=[N+](C)C)C.F[P-](F)(F)(F)(F)F.CCN(C(C)C)C(C)C. Product: [CH3:20][C@@H:21]1[CH2:26][N:25]([C:15](=[O:17])[C:14]2[CH:13]=[CH:12][C:11]([C:9]3[CH:8]=[CH:7][C:6]4[N:2]([CH3:1])[CH:3]=[N:4][C:5]=4[CH:10]=3)=[CH:19][CH:18]=2)[CH2:24][CH2:23][N:22]1[C:27]([O:29][C:30]([CH3:31])([CH3:33])[CH3:32])=[O:28]. The catalyst class is: 35. (4) Reactant: [NH2:1][C:2]1[CH:6]=[C:5]([Cl:7])[N:4]([C:8]2[CH:13]=[CH:12][C:11]([C:14]3[CH:19]=[CH:18][CH:17]=[C:16]([O:20][CH3:21])[C:15]=3[OH:22])=[CH:10][CH:9]=2)[C:3]=1[C:23]([O:25][CH2:26][CH3:27])=[O:24].[N:28]([C:31]1[CH:36]=[CH:35][C:34]([CH3:37])=[CH:33][C:32]=1[CH3:38])=[C:29]=[O:30]. Product: [Cl:7][C:5]1[N:4]([C:8]2[CH:13]=[CH:12][C:11]([C:14]3[CH:19]=[CH:18][CH:17]=[C:16]([O:20][CH3:21])[C:15]=3[OH:22])=[CH:10][CH:9]=2)[C:3]([C:23]([O:25][CH2:26][CH3:27])=[O:24])=[C:2]([NH:1][C:29]([NH:28][C:31]2[CH:36]=[CH:35][C:34]([CH3:37])=[CH:33][C:32]=2[CH3:38])=[O:30])[CH:6]=1. The catalyst class is: 11.